From a dataset of Reaction yield outcomes from USPTO patents with 853,638 reactions. Predict the reaction yield, written as a fraction of the theoretical maximum amount of product (1.0 means a 100% yield; for example, 0.34 means a 34% yield). (1) The reactants are [NH2:1][C:2]1[C:19]([C:20]#[C:21][Si](C)(C)C)=[CH:18][C:5]([C:6]([N:8]=[S@@:9]([CH3:17])(=[O:16])[C:10]2[CH:15]=[CH:14][CH:13]=[CH:12][CH:11]=2)=[O:7])=[CH:4][N:3]=1.C([O-])([O-])=O.[K+].[K+]. The catalyst is C1COCC1.CO. The product is [NH2:1][C:2]1[C:19]([C:20]#[CH:21])=[CH:18][C:5]([C:6]([N:8]=[S@@:9]([CH3:17])(=[O:16])[C:10]2[CH:15]=[CH:14][CH:13]=[CH:12][CH:11]=2)=[O:7])=[CH:4][N:3]=1. The yield is 0.780. (2) No catalyst specified. The reactants are [F:1][C:2]([F:15])([F:14])[C:3]1([NH:6]C(=O)OC(C)(C)C)[CH2:5][CH2:4]1.[ClH:16]. The product is [ClH:16].[F:1][C:2]([F:15])([F:14])[C:3]1([NH2:6])[CH2:5][CH2:4]1. The yield is 0.910. (3) The reactants are C([N:4]1[C:12]2[C:7](=[CH:8][CH:9]=[C:10]([S:13]([NH:16][CH3:17])(=[O:15])=[O:14])[CH:11]=2)[C:6]([CH3:19])([CH3:18])[CH2:5]1)(=O)C.Cl. The catalyst is CO. The product is [CH3:17][NH:16][S:13]([C:10]1[CH:11]=[C:12]2[C:7]([C:6]([CH3:19])([CH3:18])[CH2:5][NH:4]2)=[CH:8][CH:9]=1)(=[O:15])=[O:14]. The yield is 0.760. (4) The reactants are Br[C:2]1[C:11]2[C:12]([CH2:15][N:16]3[CH2:21][CH2:20][CH:19]([N:22]([CH2:30][C:31]4[N:36]=[CH:35][C:34]5[O:37][CH2:38][CH2:39][O:40][C:33]=5[CH:32]=4)[C:23](=[O:29])[O:24][C:25]([CH3:28])([CH3:27])[CH3:26])[CH2:18][CH2:17]3)([OH:14])[CH2:13][N:9]3[C:10]=2[C:5]([CH:6]=[CH:7][C:8]3=[O:41])=[CH:4][CH:3]=1.[Cu][C:43]#[N:44]. The catalyst is CN(C=O)C. The product is [C:43]([C:2]1[C:11]2[C:12]([CH2:15][N:16]3[CH2:21][CH2:20][CH:19]([N:22]([CH2:30][C:31]4[N:36]=[CH:35][C:34]5[O:37][CH2:38][CH2:39][O:40][C:33]=5[CH:32]=4)[C:23](=[O:29])[O:24][C:25]([CH3:28])([CH3:26])[CH3:27])[CH2:18][CH2:17]3)([OH:14])[CH2:13][N:9]3[C:10]=2[C:5]([CH:6]=[CH:7][C:8]3=[O:41])=[CH:4][CH:3]=1)#[N:44]. The yield is 0.600.